From a dataset of Peptide-MHC class II binding affinity with 134,281 pairs from IEDB. Regression. Given a peptide amino acid sequence and an MHC pseudo amino acid sequence, predict their binding affinity value. This is MHC class II binding data. (1) The peptide sequence is SSNPTILSEGNSFTA. The MHC is DRB4_0101 with pseudo-sequence DRB4_0103. The binding affinity (normalized) is 0.369. (2) The peptide sequence is AAYKLAYKTAEGATP. The MHC is DRB1_0405 with pseudo-sequence DRB1_0405. The binding affinity (normalized) is 0.511.